This data is from Catalyst prediction with 721,799 reactions and 888 catalyst types from USPTO. The task is: Predict which catalyst facilitates the given reaction. (1) Reactant: [NH2:1][C:2]1[CH:3]=[C:4]([OH:9])[CH:5]=[CH:6][C:7]=1[CH3:8].[C:10](O[C:10]([O:12][C:13]([CH3:16])([CH3:15])[CH3:14])=[O:11])([O:12][C:13]([CH3:16])([CH3:15])[CH3:14])=[O:11].O1CCCC1.C(=O)([O-])[O-].[Na+].[Na+]. Product: [OH:9][C:4]1[CH:5]=[CH:6][C:7]([CH3:8])=[C:2]([NH:1][C:10](=[O:11])[O:12][C:13]([CH3:16])([CH3:15])[CH3:14])[CH:3]=1. The catalyst class is: 6. (2) Reactant: C([O:3][C:4]([C@H:6]1[C@@H:11]([NH:12][S:13]([C:16]2[C:25]3[C:20](=[CH:21][CH:22]=[CH:23][CH:24]=3)[C:19]([NH:26][C:27](=[O:35])[C:28]3[CH:33]=[CH:32][CH:31]=[CH:30][C:29]=3[CH3:34])=[CH:18][CH:17]=2)(=[O:15])=[O:14])[CH2:10][CH2:9][N:8]([C:36](=[O:40])[CH2:37][CH2:38][CH3:39])[CH2:7]1)=O)C.C(OC(N1CCC(N)CC1)=O)(C)(C)C.N(C(C)C)=C=O.[BH4-].[Li+]. Product: [C:36]([N:8]1[CH2:9][CH2:10][C@H:11]([NH:12][S:13]([C:16]2[C:25]3[C:20](=[CH:21][CH:22]=[CH:23][CH:24]=3)[C:19]([NH:26][C:27](=[O:35])[C:28]3[CH:33]=[CH:32][CH:31]=[CH:30][C:29]=3[CH3:34])=[CH:18][CH:17]=2)(=[O:15])=[O:14])[C@H:6]([CH2:4][OH:3])[CH2:7]1)(=[O:40])[CH2:37][CH2:38][CH3:39]. The catalyst class is: 1. (3) Reactant: [N+:1]([C:4]1[CH:12]=[C:11]([C:13]2[C:18]([C:19]([F:22])([F:21])[F:20])=[CH:17][CH:16]=[CH:15][N:14]=2)[CH:10]=[CH:9][C:5]=1[C:6]([OH:8])=[O:7])([O-])=O. Product: [NH2:1][C:4]1[CH:12]=[C:11]([C:13]2[C:18]([C:19]([F:22])([F:20])[F:21])=[CH:17][CH:16]=[CH:15][N:14]=2)[CH:10]=[CH:9][C:5]=1[C:6]([OH:8])=[O:7]. The catalyst class is: 50. (4) Reactant: [CH3:1][C:2]1[C:12]([N+:13]([O-:15])=[O:14])=[CH:11][C:5]2[NH:6][C:7](=[O:10])[CH2:8][O:9][C:4]=2[CH:3]=1.C([O-])([O-])=O.[K+].[K+].[CH2:22]([O:24][C:25](=[O:29])[CH:26](Br)[CH3:27])[CH3:23].CC#N. Product: [CH2:22]([O:24][C:25](=[O:29])[CH:26]([N:6]1[C:5]2[CH:11]=[C:12]([N+:13]([O-:15])=[O:14])[C:2]([CH3:1])=[CH:3][C:4]=2[O:9][CH2:8][C:7]1=[O:10])[CH3:27])[CH3:23]. The catalyst class is: 95. (5) Reactant: [Br-:1].[NH2:2][C:3]1[S:4][C:5]([CH3:17])=[CH:6][N+:7]=1[CH2:8][C:9](=O)[CH2:10][C:11]([O:13][CH2:14][CH3:15])=[O:12]. The catalyst class is: 8. Product: [BrH:1].[CH3:17][C:5]1[S:4][C:3]2=[N:2][C:9]([CH2:10][C:11]([O:13][CH2:14][CH3:15])=[O:12])=[CH:8][N:7]2[CH:6]=1.